Dataset: Full USPTO retrosynthesis dataset with 1.9M reactions from patents (1976-2016). Task: Predict the reactants needed to synthesize the given product. (1) The reactants are: [Si]([O:8][C:9]1[CH:10]=[C:11]([S:15]([C:18]2[CH:35]=[CH:34][C:21]3[CH2:22][CH2:23][N:24]([C:27]([O:29][C:30]([CH3:33])([CH3:32])[CH3:31])=[O:28])[CH2:25][CH2:26][C:20]=3[CH:19]=2)(=[O:17])=[O:16])[CH:12]=[CH:13][CH:14]=1)(C(C)(C)C)(C)C.O1CCCC1. Given the product [OH:8][C:9]1[CH:10]=[C:11]([S:15]([C:18]2[CH:35]=[CH:34][C:21]3[CH2:22][CH2:23][N:24]([C:27]([O:29][C:30]([CH3:31])([CH3:32])[CH3:33])=[O:28])[CH2:25][CH2:26][C:20]=3[CH:19]=2)(=[O:16])=[O:17])[CH:12]=[CH:13][CH:14]=1, predict the reactants needed to synthesize it. (2) The reactants are: [CH2:1]([C:4]1[C:9]([CH3:10])=[CH:8][C:7]([CH3:11])=[CH:6][C:5]=1[OH:12])[CH:2]=[CH2:3].Cl.[OH-].[Na+]. Given the product [CH3:3][CH:2]1[CH2:1][C:4]2[C:9]([CH3:10])=[CH:8][C:7]([CH3:11])=[CH:6][C:5]=2[O:12]1, predict the reactants needed to synthesize it. (3) Given the product [Br:18][C:5]1[CH:7]=[CH:8][CH:9]=[C:10]([N+:11]([O-:13])=[O:12])[C:4]=1[N+:1]([O-:3])=[O:2], predict the reactants needed to synthesize it. The reactants are: [N+:1]([C:4]1[C:10]([N+:11]([O-:13])=[O:12])=[CH:9][CH:8]=[CH:7][C:5]=1N)([O-:3])=[O:2].N([O-])=O.[Na+].[BrH:18]. (4) The reactants are: F[C:2]1[CH:7]=[CH:6][C:5]([N+:8]([O-:10])=[O:9])=[C:4]([CH3:11])[CH:3]=1.[C:12]1([S:18]([O-:20])=[O:19])[CH:17]=[CH:16][CH:15]=[CH:14][CH:13]=1.[Na+]. Given the product [C:12]1([S:18]([C:2]2[CH:7]=[CH:6][C:5]([N+:8]([O-:10])=[O:9])=[C:4]([CH3:11])[CH:3]=2)(=[O:20])=[O:19])[CH:17]=[CH:16][CH:15]=[CH:14][CH:13]=1, predict the reactants needed to synthesize it.